This data is from Reaction yield outcomes from USPTO patents with 853,638 reactions. The task is: Predict the reaction yield, written as a fraction of the theoretical maximum amount of product (1.0 means a 100% yield; for example, 0.34 means a 34% yield). (1) The reactants are [Cl:1][C:2]1[N:7]=[CH:6][N:5]=[C:4]([NH2:8])[CH:3]=1.[CH:9]1([O:14][C:15]2[CH:16]=[C:17]([CH:20]=[CH:21][C:22]=2[O:23][CH3:24])[CH:18]=O)[CH2:13][CH2:12][CH2:11][CH2:10]1.CC(O)=O. The catalyst is ClCCCl. The product is [Cl:1][C:2]1[N:7]=[CH:6][N:5]=[C:4]([NH:8][CH2:18][C:17]2[CH:20]=[CH:21][C:22]([O:23][CH3:24])=[C:15]([O:14][CH:9]3[CH2:13][CH2:12][CH2:11][CH2:10]3)[CH:16]=2)[CH:3]=1. The yield is 0.120. (2) The reactants are C(OC([N:8]1[CH2:13][CH2:12][CH2:11][CH2:10][CH:9]1[CH2:14][C:15](O)=O)=O)(C)(C)C.[F:18][C:19]1[C:24]([F:25])=[CH:23][CH:22]=[C:21]([NH2:26])[C:20]=1[NH2:27].C(=O)([O-])[O-].[K+].[K+]. No catalyst specified. The product is [F:18][C:19]1[C:20]2[N:27]=[C:15]([CH2:14][CH:9]3[CH2:10][CH2:11][CH2:12][CH2:13][NH:8]3)[NH:26][C:21]=2[CH:22]=[CH:23][C:24]=1[F:25]. The yield is 0.620. (3) The reactants are [NH:1]1[C:9]2[C:4](=[CH:5][CH:6]=[CH:7][CH:8]=2)[C:3]([CH2:10][C@H:11]([NH:13][CH2:14][C:15]([F:18])([F:17])[F:16])[CH3:12])=[CH:2]1.[Br:19][C:20]1[CH:27]=[C:26]([F:28])[C:23]([CH:24]=O)=[C:22]([F:29])[CH:21]=1.C(O)(=O)C. The catalyst is C1(C)C=CC=CC=1. The product is [Br:19][C:20]1[CH:27]=[C:26]([F:28])[C:23]([C@@H:24]2[C:2]3[NH:1][C:9]4[C:4]([C:3]=3[CH2:10][C@@H:11]([CH3:12])[N:13]2[CH2:14][C:15]([F:16])([F:17])[F:18])=[CH:5][CH:6]=[CH:7][CH:8]=4)=[C:22]([F:29])[CH:21]=1. The yield is 0.957.